Dataset: Full USPTO retrosynthesis dataset with 1.9M reactions from patents (1976-2016). Task: Predict the reactants needed to synthesize the given product. (1) Given the product [Cl:1][C:2]1[CH:7]=[CH:6][C:5]([O:8][C:21]2[CH:22]=[C:23]([S:27]([N:30]([CH2:32][C:33]3[CH:34]=[CH:35][C:36]([O:39][CH3:40])=[CH:37][CH:38]=3)[CH3:31])(=[O:29])=[O:28])[CH:24]=[CH:25][CH:26]=2)=[CH:4][C:3]=1[C:9]1[C:18]2[C:13](=[C:14]([Cl:19])[CH:15]=[CH:16][CH:17]=2)[N:12]=[CH:11][N:10]=1, predict the reactants needed to synthesize it. The reactants are: [Cl:1][C:2]1[CH:7]=[CH:6][C:5]([OH:8])=[CH:4][C:3]=1[C:9]1[C:18]2[C:13](=[C:14]([Cl:19])[CH:15]=[CH:16][CH:17]=2)[N:12]=[CH:11][N:10]=1.Br[C:21]1[CH:22]=[C:23]([S:27]([N:30]([CH2:32][C:33]2[CH:38]=[CH:37][C:36]([O:39][CH3:40])=[CH:35][CH:34]=2)[CH3:31])(=[O:29])=[O:28])[CH:24]=[CH:25][CH:26]=1.N(CC(O)=O)(C)C.Cl.C(=O)([O-])[O-].[Cs+].[Cs+]. (2) Given the product [C:16](=[O:27])([O:17][C:18]1[CH:19]=[CH:20][C:21]([N+:24]([O-:26])=[O:25])=[CH:22][CH:23]=1)[O:1][CH:2]1[CH2:6][CH2:5][N:4]([C:7]2[CH:15]=[CH:14][C:10]([C:11](=[O:12])[NH2:13])=[CH:9][N:8]=2)[CH2:3]1, predict the reactants needed to synthesize it. The reactants are: [OH:1][CH:2]1[CH2:6][CH2:5][N:4]([C:7]2[CH:15]=[CH:14][C:10]([C:11]([NH2:13])=[O:12])=[CH:9][N:8]=2)[CH2:3]1.[C:16](Cl)(=[O:27])[O:17][C:18]1[CH:23]=[CH:22][C:21]([N+:24]([O-:26])=[O:25])=[CH:20][CH:19]=1.